This data is from Forward reaction prediction with 1.9M reactions from USPTO patents (1976-2016). The task is: Predict the product of the given reaction. (1) Given the reactants [CH3:1][O:2][C:3](=[O:25])[CH2:4][C@H:5]1[C:9]2[CH:10]=[CH:11][C:12]([O:14][C@H:15]3[C:23]4[C:18](=[C:19](Br)[CH:20]=[CH:21][CH:22]=4)[CH2:17][CH2:16]3)=[CH:13][C:8]=2[O:7][CH2:6]1.[F:26][C:27]1[C:28](B2OC(C)(C)C(C)(C)O2)=[CH:29][C:30]([O:33][CH3:34])=[N:31][CH:32]=1, predict the reaction product. The product is: [CH3:1][O:2][C:3](=[O:25])[CH2:4][C@H:5]1[C:9]2[CH:10]=[CH:11][C:12]([O:14][C@H:15]3[C:23]4[C:18](=[C:19]([C:28]5[C:27]([F:26])=[CH:32][N:31]=[C:30]([O:33][CH3:34])[CH:29]=5)[CH:20]=[CH:21][CH:22]=4)[CH2:17][CH2:16]3)=[CH:13][C:8]=2[O:7][CH2:6]1. (2) Given the reactants [Li:1]CCCC.[Li+].[CH3:7][CH:8]([N-:10][CH:11]([CH3:13])[CH3:12])[CH3:9].[CH2:14]([N:21]1[CH2:27][CH2:26][CH2:25][CH2:24][CH2:23][C:22]1=[O:28])[C:15]1[CH:20]=[CH:19][CH:18]=[CH:17][CH:16]=1.[C:29](=O)([O:32]C)[O:30][CH3:31].Cl, predict the reaction product. The product is: [Li+:1].[CH3:7][CH:8]([N-:10][CH:11]([CH3:13])[CH3:12])[CH3:9].[CH3:31][O:30][C:29]([CH:23]1[CH2:24][CH2:25][CH2:26][CH2:27][N:21]([CH2:14][C:15]2[CH:20]=[CH:19][CH:18]=[CH:17][CH:16]=2)[C:22]1=[O:28])=[O:32].